This data is from Full USPTO retrosynthesis dataset with 1.9M reactions from patents (1976-2016). The task is: Predict the reactants needed to synthesize the given product. (1) Given the product [Br:1][C:2]1[CH:7]=[C:6]([N+:8]([O-:10])=[O:9])[C:5]([CH3:11])=[CH:4][C:3]=1[O:21][C:15]1[CH:16]=[CH:17][C:18]([F:20])=[CH:19][C:14]=1[F:13], predict the reactants needed to synthesize it. The reactants are: [Br:1][C:2]1[CH:7]=[C:6]([N+:8]([O-:10])=[O:9])[C:5]([CH3:11])=[CH:4][C:3]=1Br.[F:13][C:14]1[CH:19]=[C:18]([F:20])[CH:17]=[CH:16][C:15]=1[OH:21].C([O-])([O-])=O.[K+].[K+]. (2) Given the product [CH2:7]([N:5]1[N:4]=[N:3][C:2]([NH:1][C:20]([CH:18]2[C:17]3[CH:23]=[CH:24][CH:25]=[CH:26][C:16]=3[CH2:15][O:14][C:13]3[CH:12]=[CH:11][CH:10]=[CH:9][C:19]2=3)=[O:21])=[N:6]1)[CH3:8], predict the reactants needed to synthesize it. The reactants are: [NH2:1][C:2]1[N:3]=[N:4][N:5]([CH2:7][CH3:8])[N:6]=1.[CH:9]1[C:19]2[CH:18]([C:20](Cl)=[O:21])[C:17]3[CH:23]=[CH:24][CH:25]=[CH:26][C:16]=3[CH2:15][O:14][C:13]=2[CH:12]=[CH:11][CH:10]=1. (3) Given the product [CH3:1][C:2]1[C:3]([C:20]([O:22][CH3:23])=[O:21])=[CH:4][S:5][C:6]=1[CH:7]([CH2:10][CH2:11][CH2:12][N:13]1[CH2:14][CH2:15][N:16]([CH3:19])[CH2:17][CH2:18]1)[CH2:8][CH3:9], predict the reactants needed to synthesize it. The reactants are: [CH3:1][C:2]1[C:3]([C:20]([O:22][CH3:23])=[O:21])=[CH:4][S:5][C:6]=1/[C:7](/[CH2:10][CH2:11][CH2:12][N:13]1[CH2:18][CH2:17][N:16]([CH3:19])[CH2:15][CH2:14]1)=[CH:8]\[CH3:9]. (4) Given the product [C:8]([O:7][C:1](=[O:6])[CH2:2][C:3](=[O:4])[CH2:5][CH2:25][C:22]1[CH:23]=[CH:24][C:19]([C:33]2[CH:34]=[CH:35][CH:36]=[CH:37][CH:38]=2)=[CH:20][CH:21]=1)([CH3:11])([CH3:10])[CH3:9], predict the reactants needed to synthesize it. The reactants are: [C:1]([O:7][C:8]([CH3:11])([CH3:10])[CH3:9])(=[O:6])[CH2:2][C:3]([CH3:5])=[O:4].[H-].[Na+].C([Li])CCC.[C:19]1([C:33]2[CH:38]=[CH:37][CH:36]=[CH:35][CH:34]=2)[CH:24]=[CH:23][C:22]([CH:25](C(O)CC)C(O)=O)=[CH:21][CH:20]=1.Cl.